Dataset: Forward reaction prediction with 1.9M reactions from USPTO patents (1976-2016). Task: Predict the product of the given reaction. (1) Given the reactants [CH3:1][Si:2]([C:5]#[CH:6])([CH3:4])[CH3:3].[CH2:7]([O:11][C:12]1[C:17]([C:18]2[NH:19][C:20](=[O:34])[C:21]3[C:22](=[C:24]([CH2:32][CH3:33])[N:25]([CH2:27][CH2:28][N:29]([CH3:31])[CH3:30])[N:26]=3)[N:23]=2)=[CH:16][C:15](I)=[CH:14][N:13]=1)[CH2:8][CH2:9][CH3:10], predict the reaction product. The product is: [CH2:7]([O:11][C:12]1[C:17]([C:18]2[NH:19][C:20](=[O:34])[C:21]3[C:22](=[C:24]([CH2:32][CH3:33])[N:25]([CH2:27][CH2:28][N:29]([CH3:30])[CH3:31])[N:26]=3)[N:23]=2)=[CH:16][C:15]([C:6]#[C:5][Si:2]([CH3:4])([CH3:3])[CH3:1])=[CH:14][N:13]=1)[CH2:8][CH2:9][CH3:10]. (2) Given the reactants [CH2:1]([O:3][C:4]([C:6]1[NH:10][C:9]2[CH:11]=[C:12](Br)[S:13][C:8]=2[CH:7]=1)=[O:5])[CH3:2].[CH:15]([O:18][C:19]1[CH:24]=[CH:23][C:22]([Sn](C)(C)C)=[CH:21][CH:20]=1)([CH3:17])[CH3:16], predict the reaction product. The product is: [CH2:1]([O:3][C:4]([C:6]1[NH:10][C:9]2[CH:11]=[C:12]([C:22]3[CH:23]=[CH:24][C:19]([O:18][CH:15]([CH3:17])[CH3:16])=[CH:20][CH:21]=3)[S:13][C:8]=2[CH:7]=1)=[O:5])[CH3:2].